Dataset: Forward reaction prediction with 1.9M reactions from USPTO patents (1976-2016). Task: Predict the product of the given reaction. The product is: [OH:43][CH2:5][CH2:4][CH2:3][NH:8][C:9](=[O:37])[C@@H:10]([NH:15][C:16]([N:18]1[C:26]2[CH2:25][CH2:24][N:23]([CH3:27])[CH2:22][C:21]=2[C:20]([C:28]2[CH:33]=[C:32]([F:34])[C:31]([F:35])=[CH:30][C:29]=2[F:36])=[N:19]1)=[O:17])[C:11]([CH3:13])([CH3:12])[CH3:14]. Given the reactants NC(=O)[C@@H:3]([NH:8][C:9](=[O:37])[C@@H:10]([NH:15][C:16]([N:18]1[C:26]2[CH2:25][CH2:24][N:23]([CH3:27])[CH2:22][C:21]=2[C:20]([C:28]2[CH:33]=[C:32]([F:34])[C:31]([F:35])=[CH:30][C:29]=2[F:36])=[N:19]1)=[O:17])[C:11]([CH3:14])([CH3:13])[CH3:12])[CH2:4][CH:5](C)C.NCCC[OH:43], predict the reaction product.